This data is from Full USPTO retrosynthesis dataset with 1.9M reactions from patents (1976-2016). The task is: Predict the reactants needed to synthesize the given product. Given the product [NH4+:2].[CH2:13]([C@@:17]1([CH2:40][CH3:41])[NH:23][C@H:22]([C:24]2[CH:29]=[CH:28][CH:27]=[CH:26][CH:25]=2)[C:21]2[CH:30]=[C:31]([O:36][CH3:37])[C:32]([CH2:34][NH:8][C@H:7]([C:9]([O-:11])=[O:10])[CH2:6][CH2:5][CH2:4][CH2:3][N:2]([CH3:1])[CH3:12])=[CH:33][C:20]=2[S:19](=[O:38])(=[O:39])[CH2:18]1)[CH2:14][CH2:15][CH3:16], predict the reactants needed to synthesize it. The reactants are: [CH3:1][N:2]([CH3:12])[CH2:3][CH2:4][CH2:5][CH2:6][C@@H:7]([C:9]([OH:11])=[O:10])[NH2:8].[CH2:13]([C@@:17]1([CH2:40][CH3:41])[NH:23][C@H:22]([C:24]2[CH:29]=[CH:28][CH:27]=[CH:26][CH:25]=2)[C:21]2[CH:30]=[C:31]([O:36][CH3:37])[C:32]([CH:34]=O)=[CH:33][C:20]=2[S:19](=[O:39])(=[O:38])[CH2:18]1)[CH2:14][CH2:15][CH3:16].C1COCC1.